Regression. Given a peptide amino acid sequence and an MHC pseudo amino acid sequence, predict their binding affinity value. This is MHC class I binding data. From a dataset of Peptide-MHC class I binding affinity with 185,985 pairs from IEDB/IMGT. (1) The peptide sequence is LVSDYCNVLNKEFT. The MHC is HLA-B54:01 with pseudo-sequence HLA-B54:01. The binding affinity (normalized) is 0. (2) The peptide sequence is SEYKAAGYL. The MHC is HLA-A11:01 with pseudo-sequence HLA-A11:01. The binding affinity (normalized) is 0.0847.